From a dataset of Forward reaction prediction with 1.9M reactions from USPTO patents (1976-2016). Predict the product of the given reaction. Given the reactants C([O:8][C@H:9]1[C@H:15]([O:16]CC2C=CC=CC=2)[C@@H:14]([O:24]CC2C=CC=CC=2)[C@:13]2([C:33]3[CH:38]=[CH:37][C:36]([Cl:39])=[C:35]([CH2:40][C:41]4[CH:46]=[CH:45][C:44]([O:47][CH2:48][CH3:49])=[C:43]([F:50])[CH:42]=4)[CH:34]=3)[O:32][C@@:10]1([C:51]([OH:54])([CH3:53])[CH3:52])[CH2:11][O:12]2)C1C=CC=CC=1.ClC1C=CC=CC=1Cl, predict the reaction product. The product is: [Cl:39][C:36]1[CH:37]=[CH:38][C:33]([C@@:13]23[O:32][C@@:10]([C:51]([OH:54])([CH3:53])[CH3:52])([CH2:11][O:12]2)[C@@H:9]([OH:8])[C@H:15]([OH:16])[C@H:14]3[OH:24])=[CH:34][C:35]=1[CH2:40][C:41]1[CH:46]=[CH:45][C:44]([O:47][CH2:48][CH3:49])=[C:43]([F:50])[CH:42]=1.